From a dataset of Full USPTO retrosynthesis dataset with 1.9M reactions from patents (1976-2016). Predict the reactants needed to synthesize the given product. Given the product [NH2:51][CH2:50][CH2:49][C:48]([N:45]1[CH2:44][CH2:43][CH:42]([N:40]2[CH:41]=[C:37]([C:32]3[C:31]4[C:35](=[CH:36][C:28]([F:27])=[CH:29][CH:30]=4)[NH:34][CH:33]=3)[CH:38]=[N:39]2)[CH2:47][CH2:46]1)=[O:59], predict the reactants needed to synthesize it. The reactants are: CC1C(C2C3C(=CC(F)=CC=3)N(S(C3C=CC=CC=3)(=O)=O)C=2)=C(C)NN=1.[F:27][C:28]1[CH:36]=[C:35]2[C:31]([C:32]([C:37]3[CH:38]=[N:39][N:40]([CH:42]4[CH2:47][CH2:46][N:45]([C:48](=[O:59])[CH2:49][CH2:50][NH:51]C(=O)OC(C)(C)C)[CH2:44][CH2:43]4)[CH:41]=3)=[CH:33][NH:34]2)=[CH:30][CH:29]=1.